From a dataset of Reaction yield outcomes from USPTO patents with 853,638 reactions. Predict the reaction yield, written as a fraction of the theoretical maximum amount of product (1.0 means a 100% yield; for example, 0.34 means a 34% yield). The reactants are [C:1]([O:5][C:6]([N:8]1[C:17]2[C:12](=[CH:13][CH:14]=[C:15]([N+:18]([O-])=O)[CH:16]=2)[C:11]([CH3:22])([CH3:21])[CH2:10][CH2:9]1)=[O:7])([CH3:4])([CH3:3])[CH3:2]. The catalyst is CO.[Pd]. The product is [NH2:18][C:15]1[CH:16]=[C:17]2[C:12]([C:11]([CH3:22])([CH3:21])[CH2:10][CH2:9][N:8]2[C:6]([O:5][C:1]([CH3:4])([CH3:3])[CH3:2])=[O:7])=[CH:13][CH:14]=1. The yield is 0.950.